This data is from Catalyst prediction with 721,799 reactions and 888 catalyst types from USPTO. The task is: Predict which catalyst facilitates the given reaction. (1) Reactant: O.O.Cl[Sn]Cl.[F:6][C:7]1[CH:8]=[CH:9][C:10]([O:16][C:17]2[CH:22]=[CH:21][CH:20]=[CH:19][CH:18]=2)=[C:11]([N+:13]([O-])=O)[CH:12]=1. Product: [F:6][C:7]1[CH:8]=[CH:9][C:10]([O:16][C:17]2[CH:22]=[CH:21][CH:20]=[CH:19][CH:18]=2)=[C:11]([CH:12]=1)[NH2:13]. The catalyst class is: 8. (2) Reactant: [K].[C:2]([C:6]1[CH:11]=[CH:10][C:9]([S:12]([NH:15][C:16]2[C:21]([O:22][C:23]3[CH:28]=[CH:27][CH:26]=[CH:25][C:24]=3[O:29][CH3:30])=[C:20](Cl)[N:19]=[C:18]([C:32]3[N:37]=[CH:36][CH:35]=[CH:34][N:33]=3)[N:17]=2)(=[O:14])=[O:13])=[CH:8][CH:7]=1)([CH3:5])([CH3:4])[CH3:3].[OH-].[Ba+2].[OH-].[CH2:41]([OH:44])[CH2:42][OH:43]. Product: [CH3:3][C:2]([C:6]1[CH:11]=[CH:10][C:9]([S:12]([NH:15][C:16]2[C:21]([O:22][C:23]3[CH:28]=[CH:27][CH:26]=[CH:25][C:24]=3[O:29][CH3:30])=[C:20]([O:43][CH2:42][CH2:41][OH:44])[N:19]=[C:18]([C:32]3[N:37]=[CH:36][CH:35]=[CH:34][N:33]=3)[N:17]=2)(=[O:14])=[O:13])=[CH:8][CH:7]=1)([CH3:5])[CH3:4]. The catalyst class is: 11. (3) Reactant: [OH:1][C:2]1[CH:3]=[C:4]2[C:9](=[CH:10][CH:11]=1)[CH:8]=[C:7]([C:12]1[O:13][C:14]3[CH:27]=[CH:26][CH:25]=[CH:24][C:15]=3[C:16]=1[C:17](=[O:23])[CH2:18][C:19]([CH3:22])([CH3:21])[CH3:20])[CH:6]=[CH:5]2.[Br:28]Br.C([O-])(=O)C.[K+]. Product: [Br:28][C:3]1[C:2]([OH:1])=[CH:11][CH:10]=[C:9]2[C:4]=1[CH:5]=[CH:6][C:7]([C:12]1[O:13][C:14]3[CH:27]=[CH:26][CH:25]=[CH:24][C:15]=3[C:16]=1[C:17](=[O:23])[CH2:18][C:19]([CH3:22])([CH3:21])[CH3:20])=[CH:8]2. The catalyst class is: 15.